Dataset: Catalyst prediction with 721,799 reactions and 888 catalyst types from USPTO. Task: Predict which catalyst facilitates the given reaction. (1) Reactant: [Br:1][C:2]1[N:7]=[CH:6][C:5]([C:8](=[O:10])[CH3:9])=[CH:4][CH:3]=1.O.C1(C)C=CC(S(O)(=O)=O)=CC=1.[CH2:23](O)[CH2:24][OH:25]. Product: [Br:1][C:2]1[CH:3]=[CH:4][C:5]([C:8]2([CH3:9])[O:25][CH2:24][CH2:23][O:10]2)=[CH:6][N:7]=1. The catalyst class is: 11. (2) Reactant: [C:1]12([CH:7]([C:23]3[CH:28]=[CH:27][CH:26]=[CH:25][CH:24]=3)[NH:8][C:9](=[O:22])[C:10]3[C:15]([Cl:16])=[CH:14][CH:13]=[C:12]([C:17]([F:20])([F:19])[F:18])[C:11]=3[Cl:21])[CH2:6][CH:4]([CH2:5]1)[CH2:3][NH:2]2.C(=O)([O-])O.[Na+].FC(F)(F)S(O[CH2:40][C:41]([F:44])([F:43])[F:42])(=O)=O. Product: [Cl:21][C:11]1[C:12]([C:17]([F:18])([F:19])[F:20])=[CH:13][CH:14]=[C:15]([Cl:16])[C:10]=1[C:9]([NH:8][CH:7]([C:23]1[CH:28]=[CH:27][CH:26]=[CH:25][CH:24]=1)[C:1]12[CH2:5][CH:4]([CH2:6]1)[CH2:3][N:2]2[CH2:40][C:41]([F:44])([F:43])[F:42])=[O:22]. The catalyst class is: 8. (3) Reactant: [CH2:1]([O:5][CH2:6][CH2:7][O:8][C:9]1[CH:14]=[CH:13][C:12]([C:15]2[CH:16]=[CH:17][C:18]3[N:24]([CH2:25][CH:26]([CH3:28])[CH3:27])[CH2:23][CH2:22][C:21]([C:29]([NH:31][C:32]4[CH:33]=[CH:34][C:35]5[N:39]=[C:38]([S:40][CH2:41][C:42]6[N:46]([CH2:47][CH2:48][CH3:49])[CH:45]=[N:44][CH:43]=6)[N:37]([CH3:50])[C:36]=5[CH:51]=4)=[O:30])=[CH:20][C:19]=3[CH:52]=2)=[CH:11][CH:10]=1)[CH2:2][CH2:3][CH3:4].ClC1C=CC=C(C(OO)=[O:61])C=1.CSC.O. Product: [CH2:1]([O:5][CH2:6][CH2:7][O:8][C:9]1[CH:10]=[CH:11][C:12]([C:15]2[CH:16]=[CH:17][C:18]3[N:24]([CH2:25][CH:26]([CH3:27])[CH3:28])[CH2:23][CH2:22][C:21]([C:29]([NH:31][C:32]4[CH:33]=[CH:34][C:35]5[N:39]=[C:38]([S:40]([CH2:41][C:42]6[N:46]([CH2:47][CH2:48][CH3:49])[CH:45]=[N:44][CH:43]=6)=[O:61])[N:37]([CH3:50])[C:36]=5[CH:51]=4)=[O:30])=[CH:20][C:19]=3[CH:52]=2)=[CH:13][CH:14]=1)[CH2:2][CH2:3][CH3:4]. The catalyst class is: 4. (4) Reactant: [CH3:1][C:2]1[CH:7]=[C:6]([C:8]2[CH:13]=[CH:12][C:11]([CH2:14][C:15]([O:17]CC)=[O:16])=[CH:10][CH:9]=2)[CH:5]=[CH:4][N:3]=1.[Li+].[OH-].Cl. Product: [CH3:1][C:2]1[CH:7]=[C:6]([C:8]2[CH:13]=[CH:12][C:11]([CH2:14][C:15]([OH:17])=[O:16])=[CH:10][CH:9]=2)[CH:5]=[CH:4][N:3]=1. The catalyst class is: 87. (5) The catalyst class is: 174. Product: [CH2:24]([NH:31][C:12](=[O:14])/[CH:11]=[CH:10]/[CH:9]=[CH:8]/[C:5]1[CH:6]=[CH:7][C:2]([OH:1])=[C:3]([O:15][CH3:16])[CH:4]=1)[C:25]1[CH:30]=[CH:29][CH:28]=[CH:27][CH:26]=1. Reactant: [OH:1][C:2]1[CH:7]=[CH:6][C:5](/[CH:8]=[CH:9]/[CH:10]=[CH:11]/[C:12]([OH:14])=O)=[CH:4][C:3]=1[O:15][CH3:16].C(N(CC)CC)C.[CH2:24]([NH2:31])[C:25]1[CH:30]=[CH:29][CH:28]=[CH:27][CH:26]=1.CN([P+](ON1N=NC2C=CC=CC1=2)(N(C)C)N(C)C)C.F[P-](F)(F)(F)(F)F. (6) Reactant: [O:1]=[C:2]1[C:11]2[CH:10]=[CH:9][CH:8]=[C:7]3[NH:12][CH:13]([C:23]4[CH:28]=[CH:27][CH:26]=[CH:25][CH:24]=4)[CH:14]([C:15]4[CH:22]=[CH:21][C:18]([CH:19]=[O:20])=[CH:17][CH:16]=4)[C:5]([C:6]=23)=[N:4][NH:3]1.[BH4-].[Na+]. Product: [OH:20][CH2:19][C:18]1[CH:21]=[CH:22][C:15]([CH:14]2[C:5]3=[N:4][NH:3][C:2](=[O:1])[C:11]4[CH:10]=[CH:9][CH:8]=[C:7]([C:6]=43)[NH:12][CH:13]2[C:23]2[CH:24]=[CH:25][CH:26]=[CH:27][CH:28]=2)=[CH:16][CH:17]=1. The catalyst class is: 5.